Task: Predict the reactants needed to synthesize the given product.. Dataset: Full USPTO retrosynthesis dataset with 1.9M reactions from patents (1976-2016) (1) Given the product [CH2:1]([C:3]1([CH2:8][CH2:9][CH2:10][CH2:11][CH2:12]/[CH:13]=[N:21]/[S:19]([C:15]([CH3:18])([CH3:17])[CH3:16])=[O:20])[O:4][CH2:5][CH2:6][O:7]1)[CH3:2], predict the reactants needed to synthesize it. The reactants are: [CH2:1]([C:3]1([CH2:8][CH2:9][CH2:10][CH2:11][CH2:12][CH:13]=O)[O:7][CH2:6][CH2:5][O:4]1)[CH3:2].[C:15]([S@:19]([NH2:21])=[O:20])([CH3:18])([CH3:17])[CH3:16]. (2) Given the product [F:22][C:19]1[CH:20]=[CH:21][C:16]([C:3]2[C:2]([NH:39][CH2:38][C:33]3[CH:34]=[CH:35][CH:36]=[CH:37][N:32]=3)=[N:11][C:10]3[C:5](=[CH:6][CH:7]=[C:8]([C:12]([O:14][CH3:15])=[O:13])[CH:9]=3)[N:4]=2)=[CH:17][CH:18]=1, predict the reactants needed to synthesize it. The reactants are: Cl[C:2]1[C:3]([C:16]2[CH:21]=[CH:20][C:19]([F:22])=[CH:18][CH:17]=2)=[N:4][C:5]2[C:10]([N:11]=1)=[CH:9][C:8]([C:12]([O:14][CH3:15])=[O:13])=[CH:7][CH:6]=2.CCN(C(C)C)C(C)C.[N:32]1[CH:37]=[CH:36][CH:35]=[CH:34][C:33]=1[CH2:38][NH2:39]. (3) Given the product [CH3:1][O:2][N:3]1[CH2:8][CH2:7][CH:6]([O:9][S:18]([CH3:17])(=[O:20])=[O:19])[CH2:5][CH2:4]1, predict the reactants needed to synthesize it. The reactants are: [CH3:1][O:2][N:3]1[CH2:8][CH2:7][CH:6]([OH:9])[CH2:5][CH2:4]1.C(N(CC)CC)C.[CH3:17][S:18](Cl)(=[O:20])=[O:19].